This data is from Reaction yield outcomes from USPTO patents with 853,638 reactions. The task is: Predict the reaction yield, written as a fraction of the theoretical maximum amount of product (1.0 means a 100% yield; for example, 0.34 means a 34% yield). The reactants are [C:1]([O:5][C:6]([NH:8][C@H:9]1[C@@H:13]([CH2:14][OH:15])[CH2:12][N:11]([C:16]([O:18][CH2:19][C:20]2[CH:25]=[CH:24][CH:23]=[CH:22][CH:21]=2)=[O:17])[CH2:10]1)=[O:7])([CH3:4])([CH3:3])[CH3:2].C(N(CC)CC)C.[CH3:33][S:34](Cl)(=[O:36])=[O:35]. The catalyst is C(Cl)Cl. The product is [C:1]([O:5][C:6]([NH:8][C@H:9]1[C@@H:13]([CH2:14][O:15][S:34]([CH3:33])(=[O:36])=[O:35])[CH2:12][N:11]([C:16]([O:18][CH2:19][C:20]2[CH:21]=[CH:22][CH:23]=[CH:24][CH:25]=2)=[O:17])[CH2:10]1)=[O:7])([CH3:4])([CH3:2])[CH3:3]. The yield is 0.970.